Dataset: Reaction yield outcomes from USPTO patents with 853,638 reactions. Task: Predict the reaction yield, written as a fraction of the theoretical maximum amount of product (1.0 means a 100% yield; for example, 0.34 means a 34% yield). The reactants are CC(OC([N:8](C(OC(C)(C)C)=O)[N:9]([C:17]1[C:22]([F:23])=[C:21]([N:24]2[CH2:29][CH:28]3[C:26]([N:30]([CH3:32])[CH3:31])([CH2:27]3)[CH2:25]2)[N:20]=[C:19]([Cl:33])[N:18]=1)C(OC(C)(C)C)=O)=O)(C)C.Cl. The catalyst is CO.O1CCOCC1. The product is [Cl:33][C:19]1[N:20]=[C:21]([N:24]2[CH2:29][CH:28]3[C:26]([N:30]([CH3:32])[CH3:31])([CH2:27]3)[CH2:25]2)[C:22]([F:23])=[C:17]([NH:9][NH2:8])[N:18]=1. The yield is 0.530.